Dataset: Forward reaction prediction with 1.9M reactions from USPTO patents (1976-2016). Task: Predict the product of the given reaction. (1) Given the reactants C[O:2][C:3]1[CH:21]=[CH:20][C:6]2[C:7]([C:10]3[CH:15]=[CH:14][C:13]([C:16]([F:19])([F:18])[F:17])=[CH:12][CH:11]=3)=[N:8][S:9][C:5]=2[CH:4]=1, predict the reaction product. The product is: [F:19][C:16]([F:17])([F:18])[C:13]1[CH:12]=[CH:11][C:10]([C:7]2[C:6]3[CH:20]=[CH:21][C:3]([OH:2])=[CH:4][C:5]=3[S:9][N:8]=2)=[CH:15][CH:14]=1. (2) Given the reactants [I:1][C:2]1[CH:3]=[C:4]2[C:8](=[CH:9][CH:10]=1)[NH:7][C:6](=[O:11])[C:5]2=[N:12][NH:13][C:14]([C:16]1[CH:40]=[CH:39][C:19]([O:20][C@@H:21]([CH2:32][C:33]2[CH:38]=[CH:37][CH:36]=[CH:35][CH:34]=2)[C:22]([O:24]CC2C=CC=CC=2)=[O:23])=[CH:18][CH:17]=1)=[O:15].[OH-].[Na+], predict the reaction product. The product is: [I:1][C:2]1[CH:3]=[C:4]2[C:8](=[CH:9][CH:10]=1)[NH:7][C:6](=[O:11])[C:5]2=[N:12][NH:13][C:14]([C:16]1[CH:40]=[CH:39][C:19]([O:20][C@@H:21]([CH2:32][C:33]2[CH:34]=[CH:35][CH:36]=[CH:37][CH:38]=2)[C:22]([OH:24])=[O:23])=[CH:18][CH:17]=1)=[O:15]. (3) Given the reactants [CH3:1][O:2][C:3]1[CH:4]=[C:5]([C:12]([F:15])([F:14])[F:13])[CH:6]=[C:7]([N+:9]([O-])=O)[CH:8]=1, predict the reaction product. The product is: [CH3:1][O:2][C:3]1[CH:4]=[C:5]([C:12]([F:13])([F:14])[F:15])[CH:6]=[C:7]([CH:8]=1)[NH2:9].